From a dataset of TCR-epitope binding with 47,182 pairs between 192 epitopes and 23,139 TCRs. Binary Classification. Given a T-cell receptor sequence (or CDR3 region) and an epitope sequence, predict whether binding occurs between them. The epitope is IVDTVSALV. The TCR CDR3 sequence is CASRGDRYPAEQYF. Result: 0 (the TCR does not bind to the epitope).